This data is from Reaction yield outcomes from USPTO patents with 853,638 reactions. The task is: Predict the reaction yield, written as a fraction of the theoretical maximum amount of product (1.0 means a 100% yield; for example, 0.34 means a 34% yield). (1) The product is [ClH:11].[Cl:11][C:10]1[C:6]2[C:7](=[C:2]([NH2:1])[N:3]=[CH:4][C:5]=2[C:18]2[CH:19]=[N:20][N:21]([CH:23]3[CH2:24][CH2:25][NH:26][CH2:27][CH2:28]3)[CH:22]=2)[O:8][C:9]=1[C:12]1[CH:17]=[CH:16][CH:15]=[CH:14][CH:13]=1. The reactants are [NH2:1][C:2]1[N:3]=[CH:4][C:5]([C:18]2[CH:19]=[N:20][N:21]([CH:23]3[CH2:28][CH2:27][N:26](C(OC(C)(C)C)=O)[CH2:25][CH2:24]3)[CH:22]=2)=[C:6]2[C:10]([Cl:11])=[C:9]([C:12]3[CH:17]=[CH:16][CH:15]=[CH:14][CH:13]=3)[O:8][C:7]=12.Cl. The yield is 0.760. The catalyst is C(Cl)Cl. (2) The reactants are [CH3:1][O:2][C:3]1[CH:22]=[CH:21][CH:20]=[CH:19][C:4]=1[CH2:5][NH:6][C:7]1[CH:16]=[CH:15][C:14]2[C:13]([C:17]#[N:18])=[CH:12][CH:11]=[CH:10][C:9]=2[N:8]=1.Cl.[NH2:24][OH:25].C(=O)([O-])[O-].[Na+].[Na+]. The catalyst is CCO.O. The product is [OH:25][NH:24][C:17]([C:13]1[C:14]2[CH:15]=[CH:16][C:7]([NH:6][CH2:5][C:4]3[CH:19]=[CH:20][CH:21]=[CH:22][C:3]=3[O:2][CH3:1])=[N:8][C:9]=2[CH:10]=[CH:11][CH:12]=1)=[NH:18]. The yield is 0.900.